Dataset: NCI-60 drug combinations with 297,098 pairs across 59 cell lines. Task: Regression. Given two drug SMILES strings and cell line genomic features, predict the synergy score measuring deviation from expected non-interaction effect. (1) Synergy scores: CSS=49.3, Synergy_ZIP=2.60, Synergy_Bliss=-1.58, Synergy_Loewe=-1.78, Synergy_HSA=-0.260. Drug 2: C#CCC(CC1=CN=C2C(=N1)C(=NC(=N2)N)N)C3=CC=C(C=C3)C(=O)NC(CCC(=O)O)C(=O)O. Cell line: LOX IMVI. Drug 1: C1CC(C1)(C(=O)O)C(=O)O.[NH2-].[NH2-].[Pt+2]. (2) Cell line: SK-OV-3. Synergy scores: CSS=12.0, Synergy_ZIP=-3.07, Synergy_Bliss=-0.0116, Synergy_Loewe=-2.25, Synergy_HSA=0.210. Drug 1: C1CC(C1)(C(=O)O)C(=O)O.[NH2-].[NH2-].[Pt+2]. Drug 2: C1CC(CNC1)C2=CC=C(C=C2)N3C=C4C=CC=C(C4=N3)C(=O)N.